Predict the reactants needed to synthesize the given product. From a dataset of Full USPTO retrosynthesis dataset with 1.9M reactions from patents (1976-2016). (1) Given the product [C:23]12([CH2:33][S:34]([OH:37])(=[O:35])=[O:36])[C:30]([CH3:32])([CH3:31])[CH:27]([CH2:28][CH2:29]1)[CH2:26][C:24]2=[O:25].[CH3:1][O:2][C:3](=[O:21])[CH:4]([C:14]1[CH:19]=[CH:18][CH:17]=[CH:16][C:15]=1[Cl:20])[N:5]1[CH2:10][CH2:9][C:8]2[S:11][CH:12]=[CH:13][C:7]=2[CH2:6]1, predict the reactants needed to synthesize it. The reactants are: [CH3:1][O:2][C:3](=[O:21])[CH:4]([C:14]1[CH:19]=[CH:18][CH:17]=[CH:16][C:15]=1[Cl:20])[N:5]1[CH2:10][CH2:9][C:8]2[S:11][CH:12]=[CH:13][C:7]=2[CH2:6]1.O.[C:23]12([CH2:33][S:34]([OH:37])(=[O:36])=[O:35])[C:30]([CH3:32])([CH3:31])[CH:27]([CH2:28][CH2:29]1)[CH2:26][C:24]2=[O:25]. (2) Given the product [F:1][C:2]1[CH:3]=[C:4]([CH:33]=[CH:34][CH:35]=1)[CH2:5][N:6]1[C:10]2=[N:11][CH:12]=[CH:13][CH:14]=[C:9]2[C:8]2[CH2:15][CH2:16][N:17]([C:19](=[O:32])[CH2:20][C:21]3[CH:30]=[CH:29][C:24]([C:25]([OH:27])=[O:26])=[C:23]([OH:31])[CH:22]=3)[CH2:18][C:7]1=2, predict the reactants needed to synthesize it. The reactants are: [F:1][C:2]1[CH:3]=[C:4]([CH:33]=[CH:34][CH:35]=1)[CH2:5][N:6]1[C:10]2=[N:11][CH:12]=[CH:13][CH:14]=[C:9]2[C:8]2[CH2:15][CH2:16][N:17]([C:19](=[O:32])[CH2:20][C:21]3[CH:30]=[CH:29][C:24]([C:25]([O:27]C)=[O:26])=[C:23]([OH:31])[CH:22]=3)[CH2:18][C:7]1=2.[OH-].[Na+].O. (3) Given the product [NH:34]1[CH:38]=[CH:37][N:36]=[C:35]1[C:39]1[CH:40]=[CH:41][C:42]([C:43]([NH:26][C@@H:21]2[CH2:22][CH2:23][CH2:24][CH2:25][C@@H:20]2[C:18]([N:17]2[C@@H:13]3[C@@H:14]([C@H:5]([CH2:4][O:3][CH3:2])[NH:6][C:7]4[CH:8]=[CH:9][CH:10]=[CH:11][C:12]=43)[CH2:15][CH2:16]2)=[O:19])=[O:44])=[CH:46][CH:47]=1, predict the reactants needed to synthesize it. The reactants are: Cl.[CH3:2][O:3][CH2:4][C@H:5]1[C@H:14]2[CH2:15][CH2:16][N:17]([C:18]([C@H:20]3[CH2:25][CH2:24][CH2:23][CH2:22][C@H:21]3[NH2:26])=[O:19])[C@H:13]2[C:12]2[CH:11]=[CH:10][CH:9]=[CH:8][C:7]=2[NH:6]1.C(N(CC)CC)C.[NH:34]1[CH:38]=[CH:37][N:36]=[C:35]1[C:39]1[CH:47]=[CH:46][C:42]([C:43](O)=[O:44])=[CH:41][CH:40]=1.CCOC(OC(OCC)=O)=O. (4) Given the product [Cl:1][C:2]1[CH:3]=[CH:4][C:5]([C:28]([F:29])([F:31])[F:30])=[C:6]([CH:27]=1)[CH2:7][N:8]1[CH2:13][CH2:12][NH:11][C:10]2[N:14]=[CH:15][C:16]([C:18]3[CH:26]=[CH:25][C:21]([C:22]([N:41]4[CH2:42][CH2:43][N:38]([C:32]5[CH:37]=[CH:36][CH:35]=[CH:34][CH:33]=5)[CH2:39][CH2:40]4)=[O:24])=[CH:20][CH:19]=3)=[CH:17][C:9]1=2, predict the reactants needed to synthesize it. The reactants are: [Cl:1][C:2]1[CH:3]=[CH:4][C:5]([C:28]([F:31])([F:30])[F:29])=[C:6]([CH:27]=1)[CH2:7][N:8]1[CH2:13][CH2:12][NH:11][C:10]2[N:14]=[CH:15][C:16]([C:18]3[CH:26]=[CH:25][C:21]([C:22]([OH:24])=O)=[CH:20][CH:19]=3)=[CH:17][C:9]1=2.[C:32]1([N:38]2[CH2:43][CH2:42][NH:41][CH2:40][CH2:39]2)[CH:37]=[CH:36][CH:35]=[CH:34][CH:33]=1. (5) Given the product [CH3:1][O:2][C:3]1[CH:4]=[C:5]2[C:10](=[CH:11][C:12]=1[O:13][CH3:14])[N:9]=[CH:8][CH:7]=[C:6]2[O:15][C:16]1[CH:21]=[CH:20][C:19]([NH:22][C:38]([C:35]2[C:36](=[O:37])[N:31]([C:28]3[CH:29]=[CH:30][C:25]([F:24])=[CH:26][CH:27]=3)[C:32](=[O:41])[NH:33][CH:34]=2)=[O:39])=[CH:18][C:17]=1[CH3:23], predict the reactants needed to synthesize it. The reactants are: [CH3:1][O:2][C:3]1[CH:4]=[C:5]2[C:10](=[CH:11][C:12]=1[O:13][CH3:14])[N:9]=[CH:8][CH:7]=[C:6]2[O:15][C:16]1[CH:21]=[CH:20][C:19]([NH2:22])=[CH:18][C:17]=1[CH3:23].[F:24][C:25]1[CH:30]=[CH:29][C:28]([N:31]2[C:36](=[O:37])[C:35]([C:38](O)=[O:39])=[CH:34][NH:33][C:32]2=[O:41])=[CH:27][CH:26]=1.